Dataset: Forward reaction prediction with 1.9M reactions from USPTO patents (1976-2016). Task: Predict the product of the given reaction. Given the reactants [Cl:1][C:2]1[CH:7]=[CH:6][C:5]([CH:8]2[C:12]3[N:13]([CH:21]([CH3:23])[CH3:22])[C:14]([C:16]4[CH2:20][CH2:19][CH2:18][CH:17]=4)=[N:15][C:11]=3[C:10](=[O:24])[N:9]2[C:25]2[CH:30]=[C:29]([CH3:31])[C:28](=[O:32])[N:27]([CH3:33])[CH:26]=2)=[CH:4][CH:3]=1, predict the reaction product. The product is: [Cl:1][C:2]1[CH:7]=[CH:6][C:5]([CH:8]2[C:12]3[N:13]([CH:21]([CH3:23])[CH3:22])[C:14]([CH:16]4[CH2:17][CH2:18][CH2:19][CH2:20]4)=[N:15][C:11]=3[C:10](=[O:24])[N:9]2[C:25]2[CH:30]=[C:29]([CH3:31])[C:28](=[O:32])[N:27]([CH3:33])[CH:26]=2)=[CH:4][CH:3]=1.